This data is from Catalyst prediction with 721,799 reactions and 888 catalyst types from USPTO. The task is: Predict which catalyst facilitates the given reaction. Reactant: [Cl:1][C:2]1[C:19]([Cl:20])=[CH:18][C:17]([O:21]CC2C=CC=CC=2)=[CH:16][C:3]=1[O:4][C:5]1[C:13]2[CH2:12][C:11](C)(C)[O:10][C:9]=2[CH:8]=[CH:7][CH:6]=1.[CH2:29]([OH:31])[CH3:30]. Product: [CH3:9][C:13]1([CH3:5])[O:31][C:29]2[C:9]([O:10][CH2:11][CH2:12][CH2:13][CH2:5][O:4][C:3]3[CH:16]=[C:17]([OH:21])[CH:18]=[C:19]([Cl:20])[C:2]=3[Cl:1])=[CH:8][CH:7]=[CH:6][C:30]=2[CH2:12]1. The catalyst class is: 45.